This data is from Full USPTO retrosynthesis dataset with 1.9M reactions from patents (1976-2016). The task is: Predict the reactants needed to synthesize the given product. (1) Given the product [CH3:1][O:2][C:3]1[C:8]([CH:9]=[N:13][OH:14])=[C:7]([O:11][CH3:12])[N:6]=[CH:5][N:4]=1, predict the reactants needed to synthesize it. The reactants are: [CH3:1][O:2][C:3]1[C:8]([CH:9]=O)=[C:7]([O:11][CH3:12])[N:6]=[CH:5][N:4]=1.[NH2:13][OH:14].Cl.C([O-])(=O)C.[Na+]. (2) The reactants are: Cl.[NH2:2][CH:3]1[CH2:8][CH2:7][N:6]([C:9]2[CH:10]=[C:11]([CH:15]=[C:16]([Cl:18])[N:17]=2)[C:12]([NH2:14])=[O:13])[CH2:5][CH2:4]1.[C:19]([C:21]1[C:22]([CH3:30])=[C:23]([C:27](O)=[O:28])[NH:24][C:25]=1[CH3:26])#[N:20]. Given the product [Cl:18][C:16]1[CH:15]=[C:11]([CH:10]=[C:9]([N:6]2[CH2:5][CH2:4][CH:3]([NH:2][C:27]([C:23]3[NH:24][C:25]([CH3:26])=[C:21]([C:19]#[N:20])[C:22]=3[CH3:30])=[O:28])[CH2:8][CH2:7]2)[N:17]=1)[C:12]([NH2:14])=[O:13], predict the reactants needed to synthesize it. (3) Given the product [Cl:21][C:22]1[C:27]([CH:30]=[O:31])=[CH:26][CH:25]=[CH:24][N:23]=1, predict the reactants needed to synthesize it. The reactants are: C([N-]C(C)C)(C)C.[Li+].C([Li])CCC.C(NC(C)C)(C)C.[Cl:21][C:22]1[CH:27]=[CH:26][CH:25]=[CH:24][N:23]=1.CN(C)[CH:30]=[O:31]. (4) Given the product [ClH:1].[ClH:39].[Cl:1][C:2]1[CH:7]=[CH:6][C:5]([C@@H:8]([CH2:9][NH:10][CH:18]([CH3:20])[CH3:19])[C:21]([N:23]2[CH2:28][CH2:27][N:26]([C:29]3[C:30]4[C@H:37]([CH3:38])[S:36][CH2:35][C:31]=4[N:32]=[CH:33][N:34]=3)[CH2:25][CH2:24]2)=[O:22])=[CH:4][CH:3]=1, predict the reactants needed to synthesize it. The reactants are: [Cl:1][C:2]1[CH:7]=[CH:6][C:5]([C@@H:8]([C:21]([N:23]2[CH2:28][CH2:27][N:26]([C:29]3[C:30]4[C@H:37]([CH3:38])[S:36][CH2:35][C:31]=4[N:32]=[CH:33][N:34]=3)[CH2:25][CH2:24]2)=[O:22])[CH2:9][N:10]([CH:18]([CH3:20])[CH3:19])C(=O)OC(C)(C)C)=[CH:4][CH:3]=1.[ClH:39]. (5) Given the product [C:38]([O:37][C:36]([N:35]([C:31]1[C:32]2[C:27](=[CH:26][C:25]([NH:24][C@H:12]3[C:10](=[O:11])[N:9]([CH3:51])[CH2:8][C:6]4[CH:7]=[C:2]([CH:3]=[CH:4][C:5]=4[S:52]([CH:55]4[CH2:56][CH2:57]4)(=[O:54])=[O:53])[NH:1][C:58](=[O:59])[O:21][CH2:20][C@H:19]([CH3:22])[C:16]4[CH:17]=[CH:18][C:13]3=[CH:14][C:15]=4[CH3:23])=[CH:34][CH:33]=2)[C:28]([F:50])=[CH:29][N:30]=1)[C:43](=[O:44])[O:45][C:46]([CH3:47])([CH3:48])[CH3:49])=[O:42])([CH3:40])([CH3:39])[CH3:41], predict the reactants needed to synthesize it. The reactants are: [NH2:1][C:2]1[CH:3]=[CH:4][C:5]([S:52]([CH:55]2[CH2:57][CH2:56]2)(=[O:54])=[O:53])=[C:6]([CH2:8][N:9]([CH3:51])[C:10]([CH:12]([NH:24][C:25]2[CH:26]=[C:27]3[C:32](=[CH:33][CH:34]=2)[C:31]([N:35]([C:43]([O:45][C:46]([CH3:49])([CH3:48])[CH3:47])=[O:44])[C:36](=[O:42])[O:37][C:38]([CH3:41])([CH3:40])[CH3:39])=[N:30][CH:29]=[C:28]3[F:50])[C:13]2[CH:18]=[CH:17][C:16]([C@@H:19]([CH3:22])[CH2:20][OH:21])=[C:15]([CH3:23])[CH:14]=2)=[O:11])[CH:7]=1.[C:58](Cl)(Cl)=[O:59]. (6) Given the product [F:43][C:44]([F:58])([F:59])[C:45]1[CH:46]=[C:47]([NH:55][C:56]([N:25]2[CH2:26][CH2:27][N:22]([C:17]3[C:16]([O:15][CH2:14][C:11]4[CH:12]=[CH:13][N:8]=[CH:9][CH:10]=4)=[CH:21][CH:20]=[CH:19][N:18]=3)[CH2:23][CH2:24]2)=[O:57])[CH:48]=[C:49]([C:51]([F:54])([F:52])[F:53])[CH:50]=1, predict the reactants needed to synthesize it. The reactants are: FC(F)(F)C(O)=O.[N:8]1[CH:13]=[CH:12][C:11]([CH2:14][O:15][C:16]2[C:17]([N:22]3[CH2:27][CH2:26][NH:25][CH2:24][CH2:23]3)=[N:18][CH:19]=[CH:20][CH:21]=2)=[CH:10][CH:9]=1.C(O)C(N)(CO)CO.C(N(CC)CC)C.[F:43][C:44]([F:59])([F:58])[C:45]1[CH:46]=[C:47]([N:55]=[C:56]=[O:57])[CH:48]=[C:49]([C:51]([F:54])([F:53])[F:52])[CH:50]=1. (7) Given the product [CH3:1][O:2][C:3]1[CH:10]=[C:9]([C:11]2[CH:16]=[C:15]([C:17]3[N:21]([CH2:22][O:23][CH2:24][CH2:25][Si:26]([CH3:29])([CH3:28])[CH3:27])[C:20]4[CH:30]=[CH:31][CH:32]=[CH:33][C:19]=4[N:18]=3)[C:14](=[O:34])[N:13]([CH2:35][O:36][CH2:37][CH2:38][Si:39]([CH3:40])([CH3:41])[CH3:42])[N:12]=2)[CH:8]=[C:5]([CH2:52][NH:53][CH3:54])[C:4]=1[O:43][CH2:44][O:45][CH2:46][CH2:47][Si:48]([CH3:51])([CH3:50])[CH3:49], predict the reactants needed to synthesize it. The reactants are: [CH3:1][O:2][C:3]1[C:4]([O:43][CH2:44][O:45][CH2:46][CH2:47][Si:48]([CH3:51])([CH3:50])[CH3:49])=[C:5]([CH:8]=[C:9]([C:11]2[CH:16]=[C:15]([C:17]3[N:21]([CH2:22][O:23][CH2:24][CH2:25][Si:26]([CH3:29])([CH3:28])[CH3:27])[C:20]4[CH:30]=[CH:31][CH:32]=[CH:33][C:19]=4[N:18]=3)[C:14](=[O:34])[N:13]([CH2:35][O:36][CH2:37][CH2:38][Si:39]([CH3:42])([CH3:41])[CH3:40])[N:12]=2)[CH:10]=1)C=O.[CH3:52][NH2:53].[CH2:54]1COCC1.C([BH3-])#N.[Na+]. (8) Given the product [Br:8][C:5]1[CH:6]=[CH:7][C:2]([N:14]2[CH2:15][CH2:16][CH:11]([N:10]([CH3:17])[CH3:9])[CH2:12][CH2:13]2)=[N:3][CH:4]=1, predict the reactants needed to synthesize it. The reactants are: Br[C:2]1[CH:7]=[CH:6][C:5]([Br:8])=[CH:4][N:3]=1.[CH3:9][N:10]([CH3:17])[CH:11]1[CH2:16][CH2:15][NH:14][CH2:13][CH2:12]1.CC(C)([O-])C.[Na+].N#N.[OH-].[Na+]. (9) Given the product [CH:1]1([N:7]2[CH2:13][C:12]([F:14])([F:15])[C:11](=[O:16])[N:10]([CH3:17])[C:9]3[CH:18]=[N:19][C:20]([NH:22][C:23]4[CH:31]=[CH:30][C:26]([C:27]([NH:69][CH:64]5[CH2:65][CH:66]6[N:61]([CH3:60])[CH:62]([CH2:68][CH2:67]6)[CH2:63]5)=[O:29])=[CH:25][C:24]=4[O:32][CH3:33])=[N:21][C:8]2=3)[CH2:2][CH2:3][CH2:4][CH2:5][CH2:6]1, predict the reactants needed to synthesize it. The reactants are: [CH:1]1([N:7]2[CH2:13][C:12]([F:15])([F:14])[C:11](=[O:16])[N:10]([CH3:17])[C:9]3[CH:18]=[N:19][C:20]([NH:22][C:23]4[CH:31]=[CH:30][C:26]([C:27]([OH:29])=O)=[CH:25][C:24]=4[O:32][CH3:33])=[N:21][C:8]2=3)[CH2:6][CH2:5][CH2:4][CH2:3][CH2:2]1.CN(C(ON1N=NC2C=CC=NC1=2)=[N+](C)C)C.F[P-](F)(F)(F)(F)F.Cl.Cl.[CH3:60][N:61]1[CH:66]2[CH2:67][CH2:68][CH:62]1[CH2:63][CH:64]([NH2:69])[CH2:65]2. (10) Given the product [CH:1]([C:3]1[CH:4]=[CH:5][C:6]([CH2:7][P:8]([C:9](=[O:19])[C:10]2[C:15]([CH3:16])=[CH:14][C:13]([CH3:17])=[CH:12][C:11]=2[CH3:18])[C:20](=[O:30])[C:21]2[C:22]([CH3:29])=[CH:23][C:24]([CH3:28])=[CH:25][C:26]=2[CH3:27])=[CH:31][CH:32]=1)=[CH2:2].[CH2:33]=[CH:34][C:35]1[CH:40]=[CH:39][CH:38]=[CH:37][CH:36]=1, predict the reactants needed to synthesize it. The reactants are: [CH:1]([C:3]1[CH:32]=[CH:31][C:6]([CH2:7][P:8]([C:20](=[O:30])[C:21]2[C:26]([CH3:27])=[CH:25][C:24]([CH3:28])=[CH:23][C:22]=2[CH3:29])[C:9](=[O:19])[C:10]2[C:15]([CH3:16])=[CH:14][C:13]([CH3:17])=[CH:12][C:11]=2[CH3:18])=[CH:5][CH:4]=1)=[CH2:2].[CH2:33]=[CH:34][C:35]1[CH:40]=[CH:39][CH:38]=[CH:37][CH:36]=1.CC(N=NC(C#N)(C)C)(C#N)C.